This data is from Full USPTO retrosynthesis dataset with 1.9M reactions from patents (1976-2016). The task is: Predict the reactants needed to synthesize the given product. (1) Given the product [CH3:22][N:2]([CH3:1])[C:3]([C:5]1[CH:6]=[CH:7][C:8]([O:14][CH2:15][C:16]2[CH:21]=[CH:20][CH:19]=[CH:18][CH:17]=2)=[C:9]([C:10]([NH:29][C:25]2[CH:24]=[N:23][CH:28]=[CH:27][CH:26]=2)=[O:12])[CH:13]=1)=[O:4], predict the reactants needed to synthesize it. The reactants are: [CH3:1][N:2]([CH3:22])[C:3]([C:5]1[CH:6]=[CH:7][C:8]([O:14][CH2:15][C:16]2[CH:21]=[CH:20][CH:19]=[CH:18][CH:17]=2)=[C:9]([CH:13]=1)[C:10]([OH:12])=O)=[O:4].[N:23]1[CH:28]=[CH:27][CH:26]=[C:25]([NH2:29])[CH:24]=1.C(Cl)CCl. (2) Given the product [Br-:2].[SH:19][CH2:3][CH2:4][CH2:5][CH2:6][CH2:7][CH2:8][CH2:9][CH2:10][CH2:11][CH2:12][N+:13]([CH3:16])([CH3:15])[CH3:14], predict the reactants needed to synthesize it. The reactants are: [Br-].[Br:2][CH2:3][CH2:4][CH2:5][CH2:6][CH2:7][CH2:8][CH2:9][CH2:10][CH2:11][CH2:12][N+:13]([CH3:16])([CH3:15])[CH3:14].C([O-])(=[S:19])C.[K+].[OH-].[Na+]. (3) Given the product [C:20]([C:17]1[CH:18]=[CH:19][N:15]([C:4]2[CH:3]=[C:2]([O:1][CH:43]3[CH2:60][CH:59]4[CH:45]([C:46](=[O:66])[N:47]([CH3:65])[CH2:48][CH2:49][CH2:50][CH2:51][CH:52]=[CH:53][CH:54]5[C:56]([C:62]([OH:64])=[O:63])([NH:57][C:58]4=[O:61])[CH2:55]5)[CH2:44]3)[C:11]3[C:6](=[C:7]([CH3:14])[C:8]([O:12][CH3:13])=[CH:9][CH:10]=3)[N:5]=2)[N:16]=1)([CH3:23])([CH3:22])[CH3:21], predict the reactants needed to synthesize it. The reactants are: [OH:1][C:2]1[C:11]2[C:6](=[C:7]([CH3:14])[C:8]([O:12][CH3:13])=[CH:9][CH:10]=2)[N:5]=[C:4]([N:15]2[CH:19]=[CH:18][C:17]([C:20]([CH3:23])([CH3:22])[CH3:21])=[N:16]2)[CH:3]=1.COC1C(C)=C2C(C(O[CH:43]3[CH2:60][CH:59]4[CH:45]([C:46](=[O:66])[N:47]([CH3:65])[CH2:48][CH2:49][CH2:50][CH2:51][CH:52]=[CH:53][CH:54]5[C:56]([C:62]([OH:64])=[O:63])([NH:57][C:58]4=[O:61])[CH2:55]5)[CH2:44]3)=CC(C3SC=CN=3)=N2)=CC=1. (4) Given the product [CH3:1][C:2]1[N:6]([CH2:7][C:8]2[CH:9]=[C:10]([S:35]([Cl:38])(=[O:37])=[O:36])[CH:11]=[CH:12][CH:13]=2)[N:5]=[C:4]([C:15]2[O:19][N:18]=[C:17]([C:20]3[CH:25]=[CH:24][C:23]([O:26][C:27]([F:30])([F:29])[F:28])=[CH:22][CH:21]=3)[N:16]=2)[N:3]=1, predict the reactants needed to synthesize it. The reactants are: [CH3:1][C:2]1[N:6]([CH2:7][C:8]2[CH:9]=[C:10](N)[CH:11]=[CH:12][CH:13]=2)[N:5]=[C:4]([C:15]2[O:19][N:18]=[C:17]([C:20]3[CH:25]=[CH:24][C:23]([O:26][C:27]([F:30])([F:29])[F:28])=[CH:22][CH:21]=3)[N:16]=2)[N:3]=1.N([O-])=O.[Na+].[S:35](=[O:37])=[O:36].[ClH:38]. (5) Given the product [Cl:12][C:13]1[S:17][C:16]([C:18]2[N:19]=[C:20]([N:27]3[C:35]4[C:30](=[CH:31][CH:32]=[C:33]([O:36][CH2:37][C:38]([N:40]([CH3:42])[CH3:41])=[O:39])[CH:34]=4)[CH:29]=[N:28]3)[C:21]3[CH2:26][S:25](=[O:6])[CH2:24][C:22]=3[N:23]=2)=[CH:15][CH:14]=1, predict the reactants needed to synthesize it. The reactants are: ClC1C=C(C=CC=1)C(OO)=[O:6].[Cl:12][C:13]1[S:17][C:16]([C:18]2[N:19]=[C:20]([N:27]3[C:35]4[C:30](=[CH:31][CH:32]=[C:33]([O:36][CH2:37][C:38]([N:40]([CH3:42])[CH3:41])=[O:39])[CH:34]=4)[CH:29]=[N:28]3)[C:21]3[CH2:26][S:25][CH2:24][C:22]=3[N:23]=2)=[CH:15][CH:14]=1. (6) Given the product [CH2:1]([N:8]([CH2:9][C@@H:10]([C:12]1[CH:17]=[CH:16][C:15]([O:18][CH2:19][C:20]2[CH:25]=[CH:24][CH:23]=[CH:22][CH:21]=2)=[C:14]([NH:26][S:39]([CH3:36])(=[O:41])=[O:40])[CH:13]=1)[OH:11])[C@@H:29]([CH2:32][C:33]1[CH:38]=[CH:37][C:36]([S:39]([C:42]2[CH:47]=[CH:46][CH:45]=[CH:44][CH:43]=2)(=[O:41])=[O:40])=[CH:35][CH:34]=1)[CH2:30][OH:31])[C:2]1[CH:7]=[CH:6][CH:5]=[CH:4][CH:3]=1, predict the reactants needed to synthesize it. The reactants are: [CH2:1]([N:8]([C@@H:29]([CH2:32][C:33]1[CH:38]=[CH:37][C:36]([S:39]([C:42]2[CH:47]=[CH:46][CH:45]=[CH:44][CH:43]=2)(=[O:41])=[O:40])=[CH:35][CH:34]=1)[CH2:30][OH:31])[CH2:9][C@@H:10]([C:12]1[CH:17]=[CH:16][C:15]([O:18][CH2:19][C:20]2[CH:25]=[CH:24][CH:23]=[CH:22][CH:21]=2)=[C:14]([N+:26]([O-])=O)[CH:13]=1)[OH:11])[C:2]1[CH:7]=[CH:6][CH:5]=[CH:4][CH:3]=1.[Cl-].[NH4+]. (7) Given the product [Cl:3][C:4]1[C:5]([CH3:26])=[C:6]([CH2:10][N:11]2[C:12]3[N:13]=[C:14]([N:20]4[CH2:21][CH2:22][O:23][CH2:24][CH2:25]4)[S:15][C:16]=3[C:17](=[O:18])[NH:19][C:27]2=[S:28])[CH:7]=[CH:8][CH:9]=1, predict the reactants needed to synthesize it. The reactants are: [H-].[Na+].[Cl:3][C:4]1[C:5]([CH3:26])=[C:6]([CH2:10][NH:11][C:12]2[N:13]=[C:14]([N:20]3[CH2:25][CH2:24][O:23][CH2:22][CH2:21]3)[S:15][C:16]=2[C:17]([NH2:19])=[O:18])[CH:7]=[CH:8][CH:9]=1.[C:27](N1C=CN=C1)(N1C=CN=C1)=[S:28].